This data is from Full USPTO retrosynthesis dataset with 1.9M reactions from patents (1976-2016). The task is: Predict the reactants needed to synthesize the given product. (1) Given the product [CH3:14][O:15][C:16]1[C:21]([C:22]2[N:26]3[N:27]=[C:28]([NH:31][C@@H:32]4[CH2:37][CH2:36][CH2:35][N:34]([C:9](=[O:8])[CH2:10][C:11]#[N:12])[CH2:33]4)[CH:29]=[CH:30][C:25]3=[N:24][CH:23]=2)=[CH:20][CH:19]=[CH:18][N:17]=1, predict the reactants needed to synthesize it. The reactants are: O=C1CCC(=O)N1[O:8][C:9](=O)[CH2:10][C:11]#[N:12].[CH3:14][O:15][C:16]1[C:21]([C:22]2[N:26]3[N:27]=[C:28]([NH:31][C@@H:32]4[CH2:37][CH2:36][CH2:35][NH:34][CH2:33]4)[CH:29]=[CH:30][C:25]3=[N:24][CH:23]=2)=[CH:20][CH:19]=[CH:18][N:17]=1. (2) Given the product [Cl:18][C:19]1[CH:20]=[CH:21][C:22]([N:25]2[CH:29]=[CH:28][C:27]([O:30][CH2:2][C:3]3[C:8]([O:9][CH3:10])=[CH:7][CH:6]=[CH:5][C:4]=3[N:11]3[C:15](=[O:16])[N:14]([CH3:17])[N:13]=[N:12]3)=[N:26]2)=[CH:23][CH:24]=1, predict the reactants needed to synthesize it. The reactants are: Br[CH2:2][C:3]1[C:8]([O:9][CH3:10])=[CH:7][CH:6]=[CH:5][C:4]=1[N:11]1[C:15](=[O:16])[N:14]([CH3:17])[N:13]=[N:12]1.[Cl:18][C:19]1[CH:24]=[CH:23][C:22]([N:25]2[CH:29]=[CH:28][C:27]([OH:30])=[N:26]2)=[CH:21][CH:20]=1.C(=O)([O-])[O-].[K+].[K+].C(#N)C. (3) The reactants are: [CH2:1]([O:3][C:4](=[O:18])[C@H:5]([CH3:17])[CH2:6][C@H:7]([NH:9]C(OC(C)(C)C)=O)[CH3:8])[CH3:2].[F:19][C:20]([F:25])([F:24])[C:21]([OH:23])=[O:22]. Given the product [F:19][C:20]([F:25])([F:24])[C:21]([OH:23])=[O:22].[CH2:1]([O:3][C:4](=[O:18])[C@H:5]([CH3:17])[CH2:6][C@H:7]([NH2:9])[CH3:8])[CH3:2], predict the reactants needed to synthesize it. (4) Given the product [C:22]([C:9]1[CH:10]=[N:11][C:12]2[C:17]([C:8]=1[C:4]1[CH:3]=[C:2]([NH:1][CH2:30][C:32]3[CH:33]=[CH:34][C:35](/[CH:38]=[CH:39]/[C:40]([OH:42])=[O:41])=[CH:36][CH:37]=3)[CH:7]=[CH:6][CH:5]=1)=[CH:16][CH:15]=[CH:14][C:13]=2[C:18]([F:21])([F:19])[F:20])(=[O:23])[C:24]1[CH:25]=[CH:26][CH:27]=[CH:28][CH:29]=1, predict the reactants needed to synthesize it. The reactants are: [NH2:1][C:2]1[CH:3]=[C:4]([C:8]2[C:17]3[C:12](=[C:13]([C:18]([F:21])([F:20])[F:19])[CH:14]=[CH:15][CH:16]=3)[N:11]=[CH:10][C:9]=2[C:22]([C:24]2[CH:29]=[CH:28][CH:27]=[CH:26][CH:25]=2)=[O:23])[CH:5]=[CH:6][CH:7]=1.[CH:30]([C:32]1[CH:37]=[CH:36][C:35]([CH:38]=[CH:39][C:40]([OH:42])=[O:41])=[CH:34][CH:33]=1)=O. (5) Given the product [CH2:1]([O:3][C:4]1[CH:9]=[CH:8][C:7]2[N:10]=[C:11]([CH2:12][NH:13][C:14]3[CH:19]=[CH:18][CH:17]=[CH:16][CH:15]=3)[N:21]([CH2:22][CH:23]([CH3:25])[CH3:24])[C:6]=2[CH:5]=1)[CH3:2], predict the reactants needed to synthesize it. The reactants are: [CH2:1]([O:3][C:4]1[CH:9]=[CH:8][C:7]([NH:10][C:11](=O)[CH2:12][NH:13][C:14]2[CH:19]=[CH:18][CH:17]=[CH:16][CH:15]=2)=[C:6]([NH:21][CH2:22][CH:23]([CH3:25])[CH3:24])[CH:5]=1)[CH3:2]. (6) Given the product [O:41]=[C:42]1[C:50]2[C:45](=[CH:46][CH:47]=[CH:48][CH:49]=2)[C:44](=[O:51])[N:43]1[CH2:52][CH2:53][C:54]([NH:24][CH2:25][CH2:26][O:27][CH2:28][CH2:29][O:30][CH2:31][CH2:32][NH:33][C:34](=[O:40])[O:35][C:36]([CH3:37])([CH3:39])[CH3:38])=[O:55], predict the reactants needed to synthesize it. The reactants are: ClC1C=C(CCCNC(=O)/C=C2\OC(C)(C)OC\2=O)C=CC=1Cl.[NH2:24][CH2:25][CH2:26][O:27][CH2:28][CH2:29][O:30][CH2:31][CH2:32][NH:33][C:34](=[O:40])[O:35][C:36]([CH3:39])([CH3:38])[CH3:37].[O:41]=[C:42]1[C:50]2[C:45](=[CH:46][CH:47]=[CH:48][CH:49]=2)[C:44](=[O:51])[N:43]1[CH2:52][CH2:53][C:54](O)=[O:55]. (7) Given the product [CH:1]1([C:4]2[C:5]([NH:26][S:27]([CH3:30])(=[O:28])=[O:29])=[CH:6][C:7]3[O:11][C:10]([C:12]4[CH:17]=[CH:16][C:15]([F:18])=[CH:14][CH:13]=4)=[C:9]([C:19]4[NH:20][CH:21]=[C:22]([CH3:24])[N:23]=4)[C:8]=3[CH:25]=2)[CH2:2][CH2:3]1, predict the reactants needed to synthesize it. The reactants are: [CH:1]1([C:4]2[C:5]([N:26](CC3C=CC(OC)=CC=3)[S:27]([CH3:30])(=[O:29])=[O:28])=[CH:6][C:7]3[O:11][C:10]([C:12]4[CH:17]=[CH:16][C:15]([F:18])=[CH:14][CH:13]=4)=[C:9]([C:19]4[NH:20][CH:21]=[C:22]([CH3:24])[N:23]=4)[C:8]=3[CH:25]=2)[CH2:3][CH2:2]1.FC(F)(F)C(O)=O. (8) Given the product [NH2:1][C:2]1[C:11]2[C:6](=[CH:7][CH:8]=[CH:9][C:10]=2[O:12][CH:13]2[CH2:18][CH2:17][CH2:16][CH2:15][CH2:14]2)[N:5]=[C:4]([CH3:19])[C:3]=1[C:20]([OH:22])=[O:21], predict the reactants needed to synthesize it. The reactants are: [NH2:1][C:2]1[C:11]2[C:6](=[CH:7][CH:8]=[CH:9][C:10]=2[O:12][CH:13]2[CH2:18][CH2:17][CH2:16][CH2:15][CH2:14]2)[N:5]=[C:4]([CH3:19])[C:3]=1[C:20]([O:22]CC)=[O:21].[OH-].[Na+].Cl. (9) Given the product [CH2-:1][C:2]([CH3:4])=[O:3].[F:29][C:30]1[CH:35]=[CH:34][CH:33]=[CH:32][C:31]=1[O:5][CH2:6][C@@H:7]1[C@H:11]([OH:12])[C@H:10]([OH:13])[C@H:9]([N:14]2[CH:22]=[N:21][C:20]3[C:15]2=[N:16][CH:17]=[N:18][C:19]=3[NH:23][CH:24]2[CH2:28][CH2:27][O:26][CH2:25]2)[O:8]1, predict the reactants needed to synthesize it. The reactants are: [CH2-:1][C:2]([CH3:4])=[O:3].[OH:5][CH2:6][C@@H:7]1[C@H:11]([OH:12])[C@H:10]([OH:13])[C@H:9]([N:14]2[CH:22]=[N:21][C:20]3[C:15]2=[N:16][CH:17]=[N:18][C:19]=3[NH:23][CH:24]2[CH2:28][CH2:27][O:26][CH2:25]2)[O:8]1.[F:29][C:30]1[CH:35]=[CH:34][CH:33]=[CH:32][C:31]=1O.C1(P(C2C=CC=CC=2)C2C=CC=CC=2)C=CC=CC=1.CC(OC(/N=N/C(OC(C)C)=O)=O)C. (10) Given the product [Si:30]([O:29][CH2:28][CH2:27][O:20][C:17]1[CH:16]=[CH:15][C:14]([CH2:13][CH2:12][C:8]2[CH:9]=[N:10][C:11]3[C:6]([CH:7]=2)=[C:5]2[CH:21]=[CH:22][C:23]([CH3:25])=[CH:24][C:4]2=[N:3][C:2]=3[NH2:1])=[CH:19][CH:18]=1)([C:33]([CH3:36])([CH3:35])[CH3:34])([CH3:32])[CH3:31], predict the reactants needed to synthesize it. The reactants are: [NH2:1][C:2]1[C:11]2[N:10]=[CH:9][C:8]([CH2:12][CH2:13][C:14]3[CH:19]=[CH:18][C:17]([OH:20])=[CH:16][CH:15]=3)=[CH:7][C:6]=2[C:5]2[CH:21]=[CH:22][C:23]([CH3:25])=[CH:24][C:4]=2[N:3]=1.Br[CH2:27][CH2:28][O:29][Si:30]([C:33]([CH3:36])([CH3:35])[CH3:34])([CH3:32])[CH3:31].